From a dataset of Catalyst prediction with 721,799 reactions and 888 catalyst types from USPTO. Predict which catalyst facilitates the given reaction. (1) Product: [NH2:12][C:5]1[CH:4]=[CH:3][C:2]([F:1])=[CH:11][C:6]=1[C:7]([NH:9][CH3:10])=[O:8]. The catalyst class is: 50. Reactant: [F:1][C:2]1[CH:3]=[CH:4][C:5]([N+:12]([O-])=O)=[C:6]([CH:11]=1)[C:7]([NH:9][CH3:10])=[O:8]. (2) Reactant: [CH2:1]([C:5]1[N:6]([N:18]=[C:19]([CH3:21])[CH3:20])[C:7]2[C:16]3[CH:15]=[CH:14][CH:13]=[CH:12][C:11]=3[N:10]=[CH:9][C:8]=2[N:17]=1)[CH2:2][CH2:3][CH3:4].[BH4-].[Na+]. Product: [CH2:1]([C:5]1[N:6]([NH:18][CH:19]([CH3:20])[CH3:21])[C:7]2[C:16]3[CH:15]=[CH:14][CH:13]=[CH:12][C:11]=3[N:10]=[CH:9][C:8]=2[N:17]=1)[CH2:2][CH2:3][CH3:4]. The catalyst class is: 5.